This data is from NCI-60 drug combinations with 297,098 pairs across 59 cell lines. The task is: Regression. Given two drug SMILES strings and cell line genomic features, predict the synergy score measuring deviation from expected non-interaction effect. (1) Drug 1: CN1C2=C(C=C(C=C2)N(CCCl)CCCl)N=C1CCCC(=O)O.Cl. Drug 2: CC(C)(C#N)C1=CC(=CC(=C1)CN2C=NC=N2)C(C)(C)C#N. Cell line: OVCAR3. Synergy scores: CSS=-4.62, Synergy_ZIP=5.71, Synergy_Bliss=8.69, Synergy_Loewe=1.99, Synergy_HSA=1.44. (2) Drug 1: C1CCC(C1)C(CC#N)N2C=C(C=N2)C3=C4C=CNC4=NC=N3. Drug 2: CC1=C(C(=O)C2=C(C1=O)N3CC4C(C3(C2COC(=O)N)OC)N4)N. Cell line: MCF7. Synergy scores: CSS=27.4, Synergy_ZIP=0.286, Synergy_Bliss=3.28, Synergy_Loewe=-10.6, Synergy_HSA=3.31.